From a dataset of Full USPTO retrosynthesis dataset with 1.9M reactions from patents (1976-2016). Predict the reactants needed to synthesize the given product. (1) The reactants are: [CH2:1]([O:8][C:9]1[C:10](Cl)=[N:11][CH:12]=[N:13][C:14]=1[Cl:15])[C:2]1[CH:7]=[CH:6][CH:5]=[CH:4][CH:3]=1.[OH-].[NH4+:18]. Given the product [CH2:1]([O:8][C:9]1[C:10]([NH2:18])=[N:11][CH:12]=[N:13][C:14]=1[Cl:15])[C:2]1[CH:7]=[CH:6][CH:5]=[CH:4][CH:3]=1, predict the reactants needed to synthesize it. (2) The reactants are: C1(N[N:8]=[C:9]2[C:15]3[CH:16]=[CH:17][CH:18]=[CH:19][C:14]=3[CH2:13][CH2:12][CH2:11][CH2:10]2)C=CC=CC=1.[OH-].[Na+]. Given the product [CH:16]1[C:15]2[C:9]3[NH:8][C:14]4[C:19]([C:10]=3[CH2:11][CH2:12][CH2:13][C:14]=2[CH:19]=[CH:18][CH:17]=1)=[CH:18][CH:17]=[CH:16][CH:15]=4, predict the reactants needed to synthesize it. (3) The reactants are: N1C2C(=CC=C3C=2N=CC=C3)C=CC=1.C(=O)([O-])[O-].[Cs+].[Cs+].[CH2:21]([C:28]1[CH:33]=[CH:32][C:31]([NH:34][C:35](=[O:45])[C:36]2[CH:41]=[CH:40][C:39]([CH:42]=[O:43])=[CH:38][C:37]=2[F:44])=[C:30](I)[CH:29]=1)[C:22]1[CH:27]=[CH:26][CH:25]=[CH:24][CH:23]=1. Given the product [CH2:21]([C:28]1[CH:33]=[CH:32][C:31]2[N:34]=[C:35]([C:36]3[CH:41]=[CH:40][C:39]([CH:42]=[O:43])=[CH:38][C:37]=3[F:44])[O:45][C:30]=2[CH:29]=1)[C:22]1[CH:27]=[CH:26][CH:25]=[CH:24][CH:23]=1, predict the reactants needed to synthesize it.